Dataset: NCI-60 drug combinations with 297,098 pairs across 59 cell lines. Task: Regression. Given two drug SMILES strings and cell line genomic features, predict the synergy score measuring deviation from expected non-interaction effect. Drug 1: CC1=CC=C(C=C1)C2=CC(=NN2C3=CC=C(C=C3)S(=O)(=O)N)C(F)(F)F. Drug 2: CC1=C2C(C(=O)C3(C(CC4C(C3C(C(C2(C)C)(CC1OC(=O)C(C(C5=CC=CC=C5)NC(=O)OC(C)(C)C)O)O)OC(=O)C6=CC=CC=C6)(CO4)OC(=O)C)O)C)O. Cell line: NCI/ADR-RES. Synergy scores: CSS=-0.580, Synergy_ZIP=-0.286, Synergy_Bliss=-1.95, Synergy_Loewe=-10.1, Synergy_HSA=-2.55.